This data is from Full USPTO retrosynthesis dataset with 1.9M reactions from patents (1976-2016). The task is: Predict the reactants needed to synthesize the given product. (1) The reactants are: [Br:1][C:2]1[CH:3]=[CH:4][C:5]([CH:8]2[CH2:13][CH2:12][NH:11][CH2:10][CH2:9]2)=[N:6][CH:7]=1.[CH3:14][C:15](=O)[CH3:16].Cl. Given the product [Br:1][C:2]1[CH:3]=[CH:4][C:5]([CH:8]2[CH2:13][CH2:12][N:11]([CH:15]([CH3:16])[CH3:14])[CH2:10][CH2:9]2)=[N:6][CH:7]=1, predict the reactants needed to synthesize it. (2) Given the product [CH3:9][C:10]1([CH3:17])[C:14]([CH3:16])([CH3:15])[O:13][B:12](/[CH:2]=[CH:1]/[C:3]2[CH:4]=[N:5][CH:6]=[CH:7][CH:8]=2)[O:11]1, predict the reactants needed to synthesize it. The reactants are: [C:1]([C:3]1[CH:4]=[N:5][CH:6]=[CH:7][CH:8]=1)#[CH:2].[CH3:9][C:10]1([CH3:17])[C:14]([CH3:16])([CH3:15])[O:13][BH:12][O:11]1. (3) Given the product [NH2:32][C:26]1[N:27]=[C:28]([NH:31][C:7]([C:6]2[N:2]([CH3:1])[N:3]=[CH:4][CH:5]=2)=[O:9])[CH:29]=[CH:30][C:25]=1[C:18]1[CH:19]=[C:20]([O:23][CH3:24])[CH:21]=[CH:22][C:17]=1[Cl:16], predict the reactants needed to synthesize it. The reactants are: [CH3:1][N:2]1[C:6]([C:7]([OH:9])=O)=[CH:5][CH:4]=[N:3]1.C(Cl)(=O)C(Cl)=O.[Cl:16][C:17]1[CH:22]=[CH:21][C:20]([O:23][CH3:24])=[CH:19][C:18]=1[C:25]1[C:26]([NH2:32])=[N:27][C:28]([NH2:31])=[CH:29][CH:30]=1.N1C(C)=CC=CC=1C. (4) Given the product [CH3:18][NH:19][C:20]1[N:25]=[C:24]([C:26]2[C:27]([O:32][C:33]3[CH:34]=[CH:35][C:36]([O:39][C:2]4[C:11]5[C:6](=[CH:7][CH:8]=[CH:9][CH:10]=5)[C:5]([C:12]5[CH:17]=[CH:16][CH:15]=[CH:14][CH:13]=5)=[N:4][N:3]=4)=[CH:37][CH:38]=3)=[N:28][CH:29]=[CH:30][CH:31]=2)[CH:23]=[CH:22][N:21]=1, predict the reactants needed to synthesize it. The reactants are: Cl[C:2]1[C:11]2[C:6](=[CH:7][CH:8]=[CH:9][CH:10]=2)[C:5]([C:12]2[CH:17]=[CH:16][CH:15]=[CH:14][CH:13]=2)=[N:4][N:3]=1.[CH3:18][NH:19][C:20]1[N:25]=[C:24]([C:26]2[C:27]([O:32][C:33]3[CH:38]=[CH:37][C:36]([OH:39])=[CH:35][CH:34]=3)=[N:28][CH:29]=[CH:30][CH:31]=2)[CH:23]=[CH:22][N:21]=1.C(=O)([O-])[O-].[K+].[K+]. (5) Given the product [ClH:1].[Cl:1][C:2]1[CH:3]=[C:4]([C@@H:8]([OH:35])[CH2:9][NH:10][C:11]([CH3:34])([CH3:33])[CH2:12][C:13]2[CH:14]=[CH:15][C:16]([S:19]([C:22]3[CH:23]=[CH:24][C:25]([C:26]([O:28][CH2:29][CH3:30])=[O:27])=[CH:31][CH:32]=3)(=[O:20])=[O:21])=[CH:17][CH:18]=2)[CH:5]=[CH:6][CH:7]=1, predict the reactants needed to synthesize it. The reactants are: [Cl:1][C:2]1[CH:3]=[C:4]([C@@H:8]([OH:35])[CH2:9][NH:10][C:11]([CH3:34])([CH3:33])[CH2:12][C:13]2[CH:18]=[CH:17][C:16]([S:19]([C:22]3[CH:32]=[CH:31][C:25]([C:26]([O:28][CH2:29][CH3:30])=[O:27])=[CH:24][CH:23]=3)(=[O:21])=[O:20])=[CH:15][CH:14]=2)[CH:5]=[CH:6][CH:7]=1.Cl.C(O)C. (6) Given the product [Cl:1][C:2]1[C:6]([CH3:7])=[C:5]([NH:8][C:9](=[O:17])[C:10]2[CH:11]=[CH:12][C:13]([F:16])=[CH:14][CH:15]=2)[S:4][C:3]=1[C:18]([N:21]1[CH2:26][CH2:25][O:24][CH2:23][CH2:22]1)=[O:20], predict the reactants needed to synthesize it. The reactants are: [Cl:1][C:2]1[C:6]([CH3:7])=[C:5]([NH:8][C:9](=[O:17])[C:10]2[CH:15]=[CH:14][C:13]([F:16])=[CH:12][CH:11]=2)[S:4][C:3]=1[C:18]([OH:20])=O.[NH:21]1[CH2:26][CH2:25][O:24][CH2:23][CH2:22]1. (7) Given the product [Cl:9][C:10]1[CH:11]=[CH:12][C:13]([CH:16]([O:8][C:5]2[CH:6]=[CH:7][C:2]([F:1])=[CH:3][CH:4]=2)[CH2:17][CH2:18][CH2:19][CH2:20][CH2:21][N:22]2[CH2:27][CH2:26][CH:25]([C:28]3[CH:29]=[C:30]([NH:34][C:35](=[O:39])[CH:36]([CH3:37])[CH3:38])[CH:31]=[CH:32][CH:33]=3)[CH2:24][CH2:23]2)=[CH:14][CH:15]=1, predict the reactants needed to synthesize it. The reactants are: [F:1][C:2]1[CH:7]=[CH:6][C:5]([OH:8])=[CH:4][CH:3]=1.[Cl:9][C:10]1[CH:15]=[CH:14][C:13]([CH:16](O)[CH2:17][CH2:18][CH2:19][CH2:20][CH2:21][N:22]2[CH2:27][CH2:26][CH:25]([C:28]3[CH:29]=[C:30]([NH:34][C:35](=[O:39])[CH:36]([CH3:38])[CH3:37])[CH:31]=[CH:32][CH:33]=3)[CH2:24][CH2:23]2)=[CH:12][CH:11]=1.Cl.